From a dataset of HIV replication inhibition screening data with 41,000+ compounds from the AIDS Antiviral Screen. Binary Classification. Given a drug SMILES string, predict its activity (active/inactive) in a high-throughput screening assay against a specified biological target. (1) The drug is CC1=C(C)C(=O)C2=C(OCCCO2)C1=O. The result is 0 (inactive). (2) The drug is O=C(O)C1C(C(=O)O)N2C(c3ccccc3)C(C(=O)O)C(C(=O)O)N2C1c1ccccc1. The result is 0 (inactive). (3) The compound is COC1C(C)OC(OC2CC(C)(O)Cc3cc4c(c(O)c32)C(=O)c2c(O)cc3c(c2C4=O)OC2OC3(C)C(O)C(N(C)C)C2O)C(OC)C1(C)OC. The result is 0 (inactive). (4) The drug is COC(=O)CC1C(C)(C)C2OC34CC2C(=O)C1(C)C3CCC1(C)C(c2ccoc2)OC(=O)CC14O. The result is 0 (inactive). (5) The drug is O=c1nc2[nH]ncn2c2ccccc12. The result is 0 (inactive).